From a dataset of Forward reaction prediction with 1.9M reactions from USPTO patents (1976-2016). Predict the product of the given reaction. (1) Given the reactants [CH3:1][S:2]([N:5]([CH2:13][C:14]1[O:15][C:16]2[CH:22]=[C:21]([C:23]3[C:31]4[C:26](=[CH:27][CH:28]=[CH:29][CH:30]=4)[N:25](S(C4C=CC=CC=4)(=O)=O)[CH:24]=3)[CH:20]=[CH:19][C:17]=2[N:18]=1)C(=O)OC(C)(C)C)(=[O:4])=[O:3].[OH-].[Na+].Cl, predict the reaction product. The product is: [NH:25]1[C:26]2[C:31](=[CH:30][CH:29]=[CH:28][CH:27]=2)[C:23]([C:21]2[CH:20]=[CH:19][C:17]3[N:18]=[C:14]([CH2:13][NH:5][S:2]([CH3:1])(=[O:4])=[O:3])[O:15][C:16]=3[CH:22]=2)=[CH:24]1. (2) The product is: [CH3:39][C:38]([CH3:41])([CH3:40])[C:37]([O:43][CH2:44][O:17][C:16](=[O:18])[C:15]1[CH:19]=[CH:20][CH:21]=[C:13]([CH2:12][CH:11]([NH:10][C:8](=[O:9])[CH2:7][CH2:6][NH:5][S:2]([CH3:1])(=[O:4])=[O:3])[B:24]2[O:32][CH:31]3[C:26]([CH3:36])([CH:27]4[CH2:33][CH:29]([CH2:30]3)[C:28]4([CH3:35])[CH3:34])[O:25]2)[C:14]=1[O:22][CH3:23])=[O:42]. Given the reactants [CH3:1][S:2]([NH:5][CH2:6][CH2:7][C:8]([NH:10][CH:11]([B:24]1[O:32][CH:31]2[C:26]([CH3:36])([CH:27]3[CH2:33][CH:29]([CH2:30]2)[C:28]3([CH3:35])[CH3:34])[O:25]1)[CH2:12][C:13]1[C:14]([O:22][CH3:23])=[C:15]([CH:19]=[CH:20][CH:21]=1)[C:16]([OH:18])=[O:17])=[O:9])(=[O:4])=[O:3].[C:37]([O:43][CH2:44]Cl)(=[O:42])[C:38]([CH3:41])([CH3:40])[CH3:39], predict the reaction product. (3) Given the reactants [C:1]1([C:7](=[O:11])[C@H:8](O)[CH3:9])[CH:6]=[CH:5][CH:4]=[CH:3][CH:2]=1.CN(C1C2C(N(C)C)=CC=CC=2C=CC=1)C.S(OS(C(F)(F)F)(=O)=O)(C(F)(F)F)(=O)=O.[NH2:43][C:44]([CH3:48])([CH3:47])[CH2:45][OH:46], predict the reaction product. The product is: [C:1]1([C@:7]2([OH:11])[O:46][CH2:45][C:44]([CH3:48])([CH3:47])[NH:43][C@H:8]2[CH3:9])[CH:6]=[CH:5][CH:4]=[CH:3][CH:2]=1.